From a dataset of Retrosynthesis with 50K atom-mapped reactions and 10 reaction types from USPTO. Predict the reactants needed to synthesize the given product. (1) Given the product CC(=O)Nc1ccc(OC(=O)OC(OC(=O)C(C)C)C(=O)OC(C)C)cc1, predict the reactants needed to synthesize it. The reactants are: CC(=O)Nc1ccc(O)cc1.CC(C)OC(=O)C(OC(=O)Cl)OC(=O)C(C)C. (2) Given the product CNC(=O)c1c(Sc2ccccc2)c2ncccc2n1C, predict the reactants needed to synthesize it. The reactants are: CI.CNC(=O)c1[nH]c2cccnc2c1Sc1ccccc1. (3) Given the product O=C(N(Cc1cc2c(cn1)OCCO2)CC1CCCN(CCn2c(=O)ccc3ncc(F)cc32)C1)C(F)(F)F, predict the reactants needed to synthesize it. The reactants are: O=C(N(Cc1cc2c(cn1)OCCO2)CC1CCCNC1)C(F)(F)F.O=CCn1c(=O)ccc2ncc(F)cc21. (4) The reactants are: CCOC(=O)C(C)(C)C(O)c1ccc(OCc2cc(C)nc3ccccc23)cc1.NO. Given the product O=C(O)C(F)(F)F, predict the reactants needed to synthesize it. (5) Given the product CC(=O)OCCc1ccc(OCC(C)NCC(O)c2cccc(Cl)c2)cc1, predict the reactants needed to synthesize it. The reactants are: CC(=O)COc1ccc(CCOC(C)=O)cc1.NCC(O)c1cccc(Cl)c1. (6) Given the product COCc1cc(N)ccc1F, predict the reactants needed to synthesize it. The reactants are: CI.Nc1ccc(F)c(CO)c1.